This data is from Forward reaction prediction with 1.9M reactions from USPTO patents (1976-2016). The task is: Predict the product of the given reaction. (1) Given the reactants C(OC([N:8]1[CH2:13][CH2:12][C:11](=[N:14][NH:15][C:16]2C=CC=CN=2)[CH2:10][CH2:9]1)=O)(C)(C)C.C([N:29]1[CH2:34][CH2:33][CH2:32][CH2:31][C:30]1=O)(OC(C)(C)C)=O.N1C=CC=C[C:37]=1NN.[ClH:44].[CH3:45][OH:46], predict the reaction product. The product is: [Cl:44][CH2:37][C:45]([N:8]1[CH2:9][CH2:10][C:11]2=[N:14][N:15]([C:30]3[CH:31]=[CH:32][CH:33]=[CH:34][N:29]=3)[CH:16]=[C:12]2[CH2:13]1)=[O:46]. (2) Given the reactants [NH2:1][C@@H:2]([CH2:10][C:11]1[CH:16]=[CH:15][C:14]([C:17]2[N:22]=[CH:21][C:20]([C:23]3[CH:28]=[CH:27][C:26]([O:29][CH2:30][CH2:31][CH2:32][CH2:33][CH2:34][CH2:35][CH3:36])=[CH:25][CH:24]=3)=[CH:19][N:18]=2)=[CH:13][CH:12]=1)[C:3]([O:5]C(C)(C)C)=[O:4].[C:37]([C:41]1[CH:49]=[CH:48][C:44]([C:45]([OH:47])=O)=[CH:43][CH:42]=1)([CH3:40])([CH3:39])[CH3:38].C(N(C(C)C)C(C)C)C.CN(C(ON1N=NC2C=CC=NC1=2)=[N+](C)C)C.F[P-](F)(F)(F)(F)F, predict the reaction product. The product is: [C:37]([C:41]1[CH:42]=[CH:43][C:44]([C:45]([NH:1][C@@H:2]([CH2:10][C:11]2[CH:12]=[CH:13][C:14]([C:17]3[N:22]=[CH:21][C:20]([C:23]4[CH:28]=[CH:27][C:26]([O:29][CH2:30][CH2:31][CH2:32][CH2:33][CH2:34][CH2:35][CH3:36])=[CH:25][CH:24]=4)=[CH:19][N:18]=3)=[CH:15][CH:16]=2)[C:3]([OH:5])=[O:4])=[O:47])=[CH:48][CH:49]=1)([CH3:38])([CH3:39])[CH3:40]. (3) The product is: [Cl:21][CH2:22][C:23]([N:1]1[C:10]2[C:5](=[CH:6][C:7]([S:11]([NH2:14])(=[O:12])=[O:13])=[CH:8][CH:9]=2)[CH2:4][CH2:3][CH2:2]1)=[O:24]. Given the reactants [NH:1]1[C:10]2[C:5](=[CH:6][C:7]([S:11]([NH2:14])(=[O:13])=[O:12])=[CH:8][CH:9]=2)[CH2:4][CH2:3][CH2:2]1.C(=O)([O-])[O-].[K+].[K+].[Cl:21][CH2:22][C:23](Cl)=[O:24], predict the reaction product. (4) Given the reactants [NH2:1][C:2]1[C:3]([C:15]2[O:19][C:18]([C@@:20]([OH:26])([CH3:25])[C:21]([F:24])([F:23])[F:22])=[N:17][N:16]=2)=[N:4][C:5]([O:13][CH3:14])=[C:6]([C:9]([F:12])([F:11])[F:10])[C:7]=1Cl.[CH3:27][C:28]1(C)C(C)(C)OB(C=C)O1.C(=O)([O-])[O-].[Na+].[Na+], predict the reaction product. The product is: [NH2:1][C:2]1[C:3]([C:15]2[O:19][C:18]([C@@:20]([OH:26])([CH3:25])[C:21]([F:24])([F:23])[F:22])=[N:17][N:16]=2)=[N:4][C:5]([O:13][CH3:14])=[C:6]([C:9]([F:12])([F:11])[F:10])[C:7]=1[CH:27]=[CH2:28]. (5) Given the reactants [Cl:1][C:2]1[CH:7]=[CH:6][C:5]([C:8]2[CH:9]=[C:10]3[C:14](=[C:15]([C:17]([NH2:19])=[O:18])[CH:16]=2)[NH:13][CH:12]=[CH:11]3)=[CH:4][CH:3]=1.[C:20]1([CH2:26][N:27]2[CH2:32][CH2:31][C:30](=O)[CH2:29][CH2:28]2)[CH:25]=[CH:24][CH:23]=[CH:22][CH:21]=1.C[O-].[Na+], predict the reaction product. The product is: [Cl:1][C:2]1[CH:7]=[CH:6][C:5]([C:8]2[CH:9]=[C:10]3[C:14](=[C:15]([C:17]([NH2:19])=[O:18])[CH:16]=2)[NH:13][CH:12]=[C:11]3[C:30]2[CH2:31][CH2:32][N:27]([CH2:26][C:20]3[CH:25]=[CH:24][CH:23]=[CH:22][CH:21]=3)[CH2:28][CH:29]=2)=[CH:4][CH:3]=1.